Predict which catalyst facilitates the given reaction. From a dataset of Catalyst prediction with 721,799 reactions and 888 catalyst types from USPTO. (1) Reactant: [Cl:1][C:2]1[CH:29]=[CH:28][C:5]([CH2:6][CH2:7][N:8]2[CH2:13][CH2:12][N:11]([C:14]3[CH:19]=[CH:18][C:17]4[C:20]5[CH2:21][NH:22][CH2:23][CH2:24][C:25]=5[O:26][C:16]=4[CH:15]=3)[C:10](=[O:27])[CH2:9]2)=[CH:4][CH:3]=1.Cl.CCOCC. Product: [ClH:1].[Cl:1][C:2]1[CH:29]=[CH:28][C:5]([CH2:6][CH2:7][N:8]2[CH2:13][CH2:12][N:11]([C:14]3[CH:19]=[CH:18][C:17]4[C:20]5[CH2:21][NH:22][CH2:23][CH2:24][C:25]=5[O:26][C:16]=4[CH:15]=3)[C:10](=[O:27])[CH2:9]2)=[CH:4][CH:3]=1. The catalyst class is: 5. (2) Reactant: Br[CH2:2][C:3]([C:5]1[CH:13]=[CH:12][C:8]([C:9]([OH:11])=[O:10])=[CH:7][CH:6]=1)=O.[NH2:14][C:15]([NH2:17])=[S:16].CC([O-])=O.[Na+]. Product: [NH2:17][C:15]1[S:16][CH:2]=[C:3]([C:5]2[CH:13]=[CH:12][C:8]([C:9]([OH:11])=[O:10])=[CH:7][CH:6]=2)[N:14]=1. The catalyst class is: 14. (3) Reactant: Cl.[CH3:2][C:3]([CH3:45])([CH3:44])[CH2:4][C:5]1[N:6]=[C:7]([CH2:29][C:30]([C:33]2[CH:38]=[CH:37][C:36]([C:39]3[S:43][N:42]=[CH:41][CH:40]=3)=[CH:35][CH:34]=2)([OH:32])[CH3:31])[N:8](C(C2C=CC=CC=2)(C2C=CC=CC=2)C2C=CC=CC=2)[CH:9]=1. Product: [CH3:2][C:3]([CH3:45])([CH3:44])[CH2:4][C:5]1[N:6]=[C:7]([CH2:29][C:30]([C:33]2[CH:38]=[CH:37][C:36]([C:39]3[S:43][N:42]=[CH:41][CH:40]=3)=[CH:35][CH:34]=2)([OH:32])[CH3:31])[NH:8][CH:9]=1. The catalyst class is: 5. (4) Reactant: C1COCC1.[CH:6]1([C:9]2[CH:14]=[C:13]([C:15](OC)=[O:16])[C:12]([O:19][CH2:20][CH3:21])=[CH:11][C:10]=2[C:22]2[CH:27]=[CH:26][CH:25]=[CH:24][CH:23]=2)[CH2:8][CH2:7]1.[H-].[Al+3].[Li+].[H-].[H-].[H-].[OH-].[Na+]. Product: [CH:6]1([C:9]2[CH:14]=[C:13]([CH:15]=[O:16])[C:12]([O:19][CH2:20][CH3:21])=[CH:11][C:10]=2[C:22]2[CH:23]=[CH:24][CH:25]=[CH:26][CH:27]=2)[CH2:8][CH2:7]1. The catalyst class is: 6. (5) Reactant: [CH:1]([O:4][C:5](=[O:28])[NH:6][C@@H:7]1[CH2:27][C:10]2[N:11]([CH2:20][C:21]3[CH:26]=[CH:25][CH:24]=[CH:23][N:22]=3)[C:12]3[CH:13]=[CH:14][C:15]([CH:18]=O)=[CH:16][C:17]=3[C:9]=2[CH2:8]1)([CH3:3])[CH3:2].[OH-].[Na+].Cl.[CH3:32][O:33][NH2:34]. Product: [CH:1]([O:4][C:5](=[O:28])[NH:6][C@@H:7]1[CH2:27][C:10]2[N:11]([CH2:20][C:21]3[CH:26]=[CH:25][CH:24]=[CH:23][N:22]=3)[C:12]3[CH:13]=[CH:14][C:15]([CH:18]=[N:34][O:33][CH3:32])=[CH:16][C:17]=3[C:9]=2[CH2:8]1)([CH3:3])[CH3:2]. The catalyst class is: 125. (6) Reactant: C(NC(C)C)(C)C.[Br:8][C:9]1[CH:13]=[C:12](Br)[S:11][C:10]=1[C:15]([O:17][CH3:18])=[O:16].[CH3:19][C:20]([CH3:24])([CH3:23])[C:21]#[CH:22].CC(C)C#C. Product: [Br:8][C:9]1[CH:13]=[C:12]([C:22]#[C:21][C:20]([CH3:24])([CH3:23])[CH3:19])[S:11][C:10]=1[C:15]([O:17][CH3:18])=[O:16]. The catalyst class is: 185.